From a dataset of Forward reaction prediction with 1.9M reactions from USPTO patents (1976-2016). Predict the product of the given reaction. (1) Given the reactants C([O:5][C:6](=O)[CH2:7][CH2:8][C@@H:9]([CH2:25][O:26][S:27]([C:30]1[CH:36]=[CH:35][C:33]([CH3:34])=[CH:32][CH:31]=1)(=[O:29])=[O:28])[CH2:10][C@H:11]1[CH2:15][O:14][C:13]([CH3:17])([CH3:16])[N:12]1[C:18]([O:20][C:21]([CH3:24])([CH3:23])[CH3:22])=[O:19])(C)(C)C.CC(C[AlH]CC(C)C)C.[BH4-].[Na+], predict the reaction product. The product is: [OH:5][CH2:6][CH2:7][CH2:8][C@@H:9]([CH2:25][O:26][S:27]([C:30]1[CH:36]=[CH:35][C:33]([CH3:34])=[CH:32][CH:31]=1)(=[O:28])=[O:29])[CH2:10][C@H:11]1[CH2:15][O:14][C:13]([CH3:16])([CH3:17])[N:12]1[C:18]([O:20][C:21]([CH3:22])([CH3:23])[CH3:24])=[O:19]. (2) Given the reactants [CH2:1]([O:3][C:4]([C:6]1[S:10][C:9]([CH3:11])=[N:8][C:7]=1OS(C1C=CC(C)=CC=1)(=O)=O)=[O:5])[CH3:2].[CH2:23]([NH2:30])[C:24]1[CH:29]=[CH:28][CH:27]=[CH:26][CH:25]=1, predict the reaction product. The product is: [CH2:1]([O:3][C:4]([C:6]1[S:10][C:9]([CH3:11])=[N:8][C:7]=1[NH:30][CH2:23][C:24]1[CH:29]=[CH:28][CH:27]=[CH:26][CH:25]=1)=[O:5])[CH3:2]. (3) Given the reactants FC1C=[C:4](C=CC=1F)[CH2:5][N:6]1C=CC=C(C(NCC2C=C(C3C4C(=NC=C(C(N)=O)C=4)NC=3)C=CC=2)=O)C1=O.[F:39][C:40]1[CH:41]=[C:42]([CH:72]=[CH:73][C:74]=1[F:75])[CH2:43][N:44]1[CH:49]=[CH:48][CH:47]=[C:46]([C:50]([NH:52][CH2:53][C:54]2[S:58][C:57]([C:59]3[C:67]4[C:62](=[N:63][CH:64]=[C:65]([C:68]([OH:70])=O)[CH:66]=4)[NH:61][CH:60]=3)=[CH:56][CH:55]=2)=[O:51])[C:45]1=[O:71].Cl.C(N)C, predict the reaction product. The product is: [CH2:5]([NH:6][C:68]([C:65]1[CH:66]=[C:67]2[C:59]([C:57]3[S:58][C:54]([CH2:53][NH:52][C:50]([C:46]4[C:45](=[O:71])[N:44]([CH2:43][C:42]5[CH:72]=[CH:73][C:74]([F:75])=[C:40]([F:39])[CH:41]=5)[CH:49]=[CH:48][CH:47]=4)=[O:51])=[CH:55][CH:56]=3)=[CH:60][NH:61][C:62]2=[N:63][CH:64]=1)=[O:70])[CH3:4].